From a dataset of Full USPTO retrosynthesis dataset with 1.9M reactions from patents (1976-2016). Predict the reactants needed to synthesize the given product. (1) Given the product [CH2:36]([O:35][C:33](=[O:34])[CH2:32][C:27]1([CH:28]([CH3:30])[CH3:29])[C:9]2[NH:10][C:11]3[C:7]([C:8]=2[CH2:12][CH2:13][O:14]1)=[CH:6][CH:5]=[CH:4][C:3]=3[CH2:1][CH3:2])[CH3:37], predict the reactants needed to synthesize it. The reactants are: [CH2:1]([C:3]1[CH:4]=[CH:5][CH:6]=[C:7]2[C:11]=1[NH:10][CH:9]=[C:8]2[CH2:12][CH2:13][OH:14])[CH3:2].N1C2C(=CC=CC=2)C(CCO)=C1.[C:27]([CH2:32][C:33]([O:35][CH2:36][CH3:37])=[O:34])(=O)[CH:28]([CH3:30])[CH3:29]. (2) Given the product [Cl:1][C:2]1[CH:7]=[CH:6][C:5]([S:8]([N:14]([CH3:15])[CH3:12])(=[O:10])=[O:9])=[CH:4][N:3]=1, predict the reactants needed to synthesize it. The reactants are: [Cl:1][C:2]1[CH:7]=[CH:6][C:5]([S:8](Cl)(=[O:10])=[O:9])=[CH:4][N:3]=1.[CH2:12]([N:14](CC)[CH2:15]C)C.CNC. (3) The reactants are: [Cl:1][C:2]1[CH:3]=[C:4](OS(C(F)(F)F)(=O)=O)[CH:5]=[C:6]([Cl:31])[C:7]=1[CH2:8][CH:9]1[CH2:13][CH2:12][N:11]([CH:14]2[CH2:22][CH2:21][C:20]3[C:16](=[CH:17][N:18](S(C(F)(F)F)(=O)=O)[N:19]=3)[CH2:15]2)[C:10]1=[O:30].[CH3:40][N:41]1[CH:45]=[C:44](B2OC(C)(C)C(C)(C)O2)[CH:43]=[N:42]1.C(=O)([O-])[O-].[Na+].[Na+].C(OCC)(=O)C. Given the product [Cl:1][C:2]1[CH:3]=[C:4]([C:44]2[CH:43]=[N:42][N:41]([CH3:40])[CH:45]=2)[CH:5]=[C:6]([Cl:31])[C:7]=1[CH2:8][CH:9]1[CH2:13][CH2:12][N:11]([CH:14]2[CH2:22][CH2:21][C:20]3[C:16](=[CH:17][NH:18][N:19]=3)[CH2:15]2)[C:10]1=[O:30], predict the reactants needed to synthesize it. (4) The reactants are: [Cl:1][C:2]1[C:3]([N:27]2[CH:31]=[C:30]([CH:32]=O)[C:29]([CH3:34])=[N:28]2)=[N:4][C:5]([NH:8][C:9]2[CH:14]=[C:13]([N+:15]([O-])=O)[C:12]([N:18]3[CH2:23][CH2:22][N:21]([CH3:24])[CH2:20][CH2:19]3)=[CH:11][C:10]=2[O:25][CH3:26])=[N:6][CH:7]=1.Cl.[NH:36]1[CH2:40][C@H:39]([OH:41])[C@H:38]([OH:42])[CH2:37]1. Given the product [Cl:1][C:2]1[C:3]([N:27]2[CH:31]=[C:30]([CH2:32][N:36]3[CH2:40][C@H:39]([OH:41])[C@H:38]([OH:42])[CH2:37]3)[C:29]([CH3:34])=[N:28]2)=[N:4][C:5]([NH:8][C:9]2[C:10]([O:25][CH3:26])=[CH:11][C:12]([N:18]3[CH2:23][CH2:22][N:21]([CH3:24])[CH2:20][CH2:19]3)=[C:13]([NH:15][C:10](=[O:25])[CH:9]=[CH2:14])[CH:14]=2)=[N:6][CH:7]=1, predict the reactants needed to synthesize it. (5) Given the product [CH3:8][C:3]1[CH:4]=[C:5]([CH3:7])[CH:6]=[C:1]([CH3:14])[C:2]=1[S:9]([O-:12])(=[O:11])=[O:10].[NH2:13][N:20]1[CH:21]=[C:16]([Cl:15])[CH:17]=[CH:18][C:19]1=[NH2+:22], predict the reactants needed to synthesize it. The reactants are: [C:1]1([CH3:14])[CH:6]=[C:5]([CH3:7])[CH:4]=[C:3]([CH3:8])[C:2]=1[S:9]([O:12][NH2:13])(=[O:11])=[O:10].[Cl:15][C:16]1[CH:17]=[CH:18][C:19]([NH2:22])=[N:20][CH:21]=1. (6) Given the product [CH3:1][O:2][C:3]([C:5]1([S:17][CH3:18])[CH2:9][CH2:8][NH:7][CH2:6]1)=[O:4], predict the reactants needed to synthesize it. The reactants are: [CH3:1][O:2][C:3]([C:5]1([S:17][CH3:18])[CH2:9][CH2:8][N:7](CC2C=CC=CC=2)[CH2:6]1)=[O:4].CN(C)C1C2C(=CC=CC=2N(C)C)C=CC=1.ClC(C)C(Cl)=O. (7) Given the product [CH3:28][S:42]([C:3]1[O:7][C:6]([C:8]2[CH:9]=[CH:10][C:11]3[N:15]=[CH:14][N:13]([C:16]4[CH:17]=[CH:18][C:19]([O:22][C:23]([F:25])([F:26])[F:24])=[CH:20][CH:21]=4)[C:12]=3[CH:27]=2)=[N:5][N:4]=1)(=[O:46])=[O:44], predict the reactants needed to synthesize it. The reactants are: CS[C:3]1[O:7][C:6]([C:8]2[CH:9]=[CH:10][C:11]3[N:15]=[CH:14][N:13]([C:16]4[CH:21]=[CH:20][C:19]([O:22][C:23]([F:26])([F:25])[F:24])=[CH:18][CH:17]=4)[C:12]=3[CH:27]=2)=[N:5][N:4]=1.[C:28](#N)C.ClC1C=CC=C(C(OO)=O)C=1.[S:42]([O-:46])([O-])(=[O:44])=S.[Na+].[Na+].